This data is from Reaction yield outcomes from USPTO patents with 853,638 reactions. The task is: Predict the reaction yield, written as a fraction of the theoretical maximum amount of product (1.0 means a 100% yield; for example, 0.34 means a 34% yield). The reactants are [Cl:1][C:2]1[CH:9]=[C:8]([OH:10])[CH:7]=[CH:6][C:3]=1[C:4]#[N:5].[H-].[Na+].[CH3:13]I. The catalyst is CN(C=O)C. The product is [Cl:1][C:2]1[CH:9]=[C:8]([O:10][CH3:13])[CH:7]=[CH:6][C:3]=1[C:4]#[N:5]. The yield is 0.980.